This data is from Forward reaction prediction with 1.9M reactions from USPTO patents (1976-2016). The task is: Predict the product of the given reaction. (1) The product is: [NH2:31][C:30]1[N:29]([CH3:28])[C:1](=[O:4])[C:14]([C:11]2[CH:12]=[CH:13][C:8]([O:7][CH:6]([F:5])[F:26])=[C:9]([CH3:25])[CH:10]=2)([C:15]2[CH:17]=[C:18]([CH3:34])[CH:19]=[CH:20][CH:21]=2)[N:32]=1. Given the reactants [C:1](=[O:4])([O-])[O-].[F:5][CH:6]([F:26])[O:7][C:8]1[CH:13]=[CH:12][C:11]([C:14](=O)[C:15]([C:17]2[CH:18]=[C:19](C)[CH:20]=[CH:21]C=2)=O)=[CH:10][C:9]=1[CH3:25].Cl.[CH3:28][NH:29][C:30]([NH2:32])=[NH:31].O1CCOC[CH2:34]1, predict the reaction product. (2) The product is: [CH3:13][O:14][C:15]1[CH:20]=[CH:19][CH:18]=[CH:17][C:16]=1[CH2:21][NH:22][C:2]([NH:1][C:4]1[CH:12]=[CH:11][C:7]2[NH:8][CH:9]=[N:10][C:6]=2[CH:5]=1)=[S:3]. Given the reactants [N:1]([C:4]1[CH:12]=[CH:11][C:7]2[NH:8][CH:9]=[N:10][C:6]=2[CH:5]=1)=[C:2]=[S:3].[CH3:13][O:14][C:15]1[CH:20]=[CH:19][CH:18]=[CH:17][C:16]=1[CH2:21][NH2:22], predict the reaction product. (3) Given the reactants [C-:1]#[N:2].[Na+].[CH:4]([N:7]1[CH:11]=[C:10]([CH2:12][CH2:13][NH:14][C:15]([NH:17][C:18]2[S:19][C:20]([C:24]3[CH:29]=[C:28]([CH3:30])[N:27]=[C:26](S(C)(=O)=O)[N:25]=3)=[C:21]([CH3:23])[N:22]=2)=[O:16])[N:9]=[CH:8]1)([CH3:6])[CH3:5], predict the reaction product. The product is: [C:1]([C:26]1[N:25]=[C:24]([C:20]2[S:19][C:18]([NH:17][C:15]([NH:14][CH2:13][CH2:12][C:10]3[N:9]=[CH:8][N:7]([CH:4]([CH3:6])[CH3:5])[CH:11]=3)=[O:16])=[N:22][C:21]=2[CH3:23])[CH:29]=[C:28]([CH3:30])[N:27]=1)#[N:2]. (4) Given the reactants [F:1][C:2]1([CH2:8][O:9][C:10]2[CH:15]=[CH:14][C:13]([S:16]([NH2:19])(=[O:18])=[O:17])=[CH:12][C:11]=2[N+:20]([O-:22])=[O:21])[CH2:7][CH2:6][NH:5][CH2:4][CH2:3]1.[O:23]1[CH2:28][CH2:27][C:26](=O)[CH2:25][CH2:24]1.C([BH3-])#N.[Na+].C(O)(=O)C, predict the reaction product. The product is: [F:1][C:2]1([CH2:8][O:9][C:10]2[CH:15]=[CH:14][C:13]([S:16]([NH2:19])(=[O:18])=[O:17])=[CH:12][C:11]=2[N+:20]([O-:22])=[O:21])[CH2:7][CH2:6][N:5]([CH:26]2[CH2:27][CH2:28][O:23][CH2:24][CH2:25]2)[CH2:4][CH2:3]1. (5) Given the reactants [CH2:1]([N:8]1[CH:12]=[C:11]([C:13](O)=[O:14])[C:10]([O:16][CH2:17][C:18]2[CH:23]=[CH:22][C:21]([O:24][CH2:25][C:26]3[N:27]=[C:28]([C:32]4[CH:37]=[CH:36][CH:35]=[CH:34][CH:33]=4)[O:29][C:30]=3[CH3:31])=[C:20]([O:38][CH3:39])[CH:19]=2)=[N:9]1)[C:2]1[CH:7]=[CH:6][CH:5]=[CH:4][CH:3]=1.Cl.C([N:43]=C=NCCCN(C)C)C.CN(C)C=O, predict the reaction product. The product is: [CH2:1]([N:8]1[CH:12]=[C:11]([C:13]([NH2:43])=[O:14])[C:10]([O:16][CH2:17][C:18]2[CH:23]=[CH:22][C:21]([O:24][CH2:25][C:26]3[N:27]=[C:28]([C:32]4[CH:33]=[CH:34][CH:35]=[CH:36][CH:37]=4)[O:29][C:30]=3[CH3:31])=[C:20]([O:38][CH3:39])[CH:19]=2)=[N:9]1)[C:2]1[CH:3]=[CH:4][CH:5]=[CH:6][CH:7]=1. (6) Given the reactants [NH2:1][C:2]1[N:7]=[C:6]([C:8]2[CH:9]=[CH:10][C:11]([Cl:31])=[C:12]([CH:30]=2)[C:13]([NH:15][C:16]2[N:20]([C:21]3[CH:26]=[CH:25][CH:24]=[CH:23][CH:22]=3)[N:19]=[C:18]([C:27]([NH2:29])=[O:28])[CH:17]=2)=[O:14])[C:5]([F:32])=[CH:4][CH:3]=1.[C:33](OC(=O)C)(=[O:35])[CH3:34].O.C(=O)([O-])[O-].[K+].[K+], predict the reaction product. The product is: [C:33]([NH:1][C:2]1[N:7]=[C:6]([C:8]2[CH:9]=[CH:10][C:11]([Cl:31])=[C:12]([CH:30]=2)[C:13]([NH:15][C:16]2[N:20]([C:21]3[CH:26]=[CH:25][CH:24]=[CH:23][CH:22]=3)[N:19]=[C:18]([C:27]([NH2:29])=[O:28])[CH:17]=2)=[O:14])[C:5]([F:32])=[CH:4][CH:3]=1)(=[O:35])[CH3:34].